From a dataset of NCI-60 drug combinations with 297,098 pairs across 59 cell lines. Regression. Given two drug SMILES strings and cell line genomic features, predict the synergy score measuring deviation from expected non-interaction effect. (1) Drug 1: CC=C1C(=O)NC(C(=O)OC2CC(=O)NC(C(=O)NC(CSSCCC=C2)C(=O)N1)C(C)C)C(C)C. Drug 2: COC1=C2C(=CC3=C1OC=C3)C=CC(=O)O2. Cell line: SW-620. Synergy scores: CSS=7.89, Synergy_ZIP=-0.335, Synergy_Bliss=-3.48, Synergy_Loewe=-62.7, Synergy_HSA=-3.96. (2) Drug 1: C1CCC(C1)C(CC#N)N2C=C(C=N2)C3=C4C=CNC4=NC=N3. Drug 2: CC12CCC3C(C1CCC2OP(=O)(O)O)CCC4=C3C=CC(=C4)OC(=O)N(CCCl)CCCl.[Na+]. Cell line: IGROV1. Synergy scores: CSS=4.97, Synergy_ZIP=-4.88, Synergy_Bliss=-5.59, Synergy_Loewe=-5.76, Synergy_HSA=-3.98. (3) Drug 2: CS(=O)(=O)OCCCCOS(=O)(=O)C. Drug 1: C1CCC(CC1)NC(=O)N(CCCl)N=O. Synergy scores: CSS=23.6, Synergy_ZIP=-2.37, Synergy_Bliss=4.94, Synergy_Loewe=-0.596, Synergy_HSA=-0.0456. Cell line: SK-MEL-28. (4) Drug 1: C1=CC(=CC=C1CCCC(=O)O)N(CCCl)CCCl. Drug 2: COCCOC1=C(C=C2C(=C1)C(=NC=N2)NC3=CC=CC(=C3)C#C)OCCOC.Cl. Cell line: UACC62. Synergy scores: CSS=28.4, Synergy_ZIP=-10.3, Synergy_Bliss=-6.44, Synergy_Loewe=-5.28, Synergy_HSA=-4.95. (5) Drug 1: CC(CN1CC(=O)NC(=O)C1)N2CC(=O)NC(=O)C2. Drug 2: C1CC(C1)(C(=O)O)C(=O)O.[NH2-].[NH2-].[Pt+2]. Cell line: SK-MEL-5. Synergy scores: CSS=38.9, Synergy_ZIP=-3.62, Synergy_Bliss=2.46, Synergy_Loewe=-9.78, Synergy_HSA=4.64. (6) Drug 1: CC(C1=C(C=CC(=C1Cl)F)Cl)OC2=C(N=CC(=C2)C3=CN(N=C3)C4CCNCC4)N. Drug 2: CCC1=CC2CC(C3=C(CN(C2)C1)C4=CC=CC=C4N3)(C5=C(C=C6C(=C5)C78CCN9C7C(C=CC9)(C(C(C8N6C)(C(=O)OC)O)OC(=O)C)CC)OC)C(=O)OC.C(C(C(=O)O)O)(C(=O)O)O. Cell line: A498. Synergy scores: CSS=31.6, Synergy_ZIP=0.220, Synergy_Bliss=3.21, Synergy_Loewe=0.375, Synergy_HSA=4.00. (7) Drug 1: CN1CCC(CC1)COC2=C(C=C3C(=C2)N=CN=C3NC4=C(C=C(C=C4)Br)F)OC. Drug 2: C1=CN(C(=O)N=C1N)C2C(C(C(O2)CO)O)O.Cl. Cell line: SF-539. Synergy scores: CSS=37.4, Synergy_ZIP=-9.41, Synergy_Bliss=2.25, Synergy_Loewe=-5.33, Synergy_HSA=3.97. (8) Drug 2: B(C(CC(C)C)NC(=O)C(CC1=CC=CC=C1)NC(=O)C2=NC=CN=C2)(O)O. Drug 1: C1CCC(CC1)NC(=O)N(CCCl)N=O. Cell line: HCT-15. Synergy scores: CSS=21.6, Synergy_ZIP=3.84, Synergy_Bliss=3.15, Synergy_Loewe=1.84, Synergy_HSA=2.40. (9) Drug 1: C(CCl)NC(=O)N(CCCl)N=O. Drug 2: CC1C(C(CC(O1)OC2CC(CC3=C2C(=C4C(=C3O)C(=O)C5=CC=CC=C5C4=O)O)(C(=O)C)O)N)O. Cell line: OVCAR-5. Synergy scores: CSS=32.0, Synergy_ZIP=1.85, Synergy_Bliss=3.30, Synergy_Loewe=-52.3, Synergy_HSA=1.12. (10) Drug 1: CC(C1=C(C=CC(=C1Cl)F)Cl)OC2=C(N=CC(=C2)C3=CN(N=C3)C4CCNCC4)N. Drug 2: C1=NC2=C(N=C(N=C2N1C3C(C(C(O3)CO)O)F)Cl)N. Cell line: CAKI-1. Synergy scores: CSS=24.0, Synergy_ZIP=-8.45, Synergy_Bliss=-12.6, Synergy_Loewe=-22.8, Synergy_HSA=-10.3.